This data is from NCI-60 drug combinations with 297,098 pairs across 59 cell lines. The task is: Regression. Given two drug SMILES strings and cell line genomic features, predict the synergy score measuring deviation from expected non-interaction effect. (1) Drug 1: CNC(=O)C1=CC=CC=C1SC2=CC3=C(C=C2)C(=NN3)C=CC4=CC=CC=N4. Drug 2: CCCCC(=O)OCC(=O)C1(CC(C2=C(C1)C(=C3C(=C2O)C(=O)C4=C(C3=O)C=CC=C4OC)O)OC5CC(C(C(O5)C)O)NC(=O)C(F)(F)F)O. Cell line: T-47D. Synergy scores: CSS=8.80, Synergy_ZIP=1.84, Synergy_Bliss=5.63, Synergy_Loewe=1.48, Synergy_HSA=5.05. (2) Drug 1: CC1C(C(=O)NC(C(=O)N2CCCC2C(=O)N(CC(=O)N(C(C(=O)O1)C(C)C)C)C)C(C)C)NC(=O)C3=C4C(=C(C=C3)C)OC5=C(C(=O)C(=C(C5=N4)C(=O)NC6C(OC(=O)C(N(C(=O)CN(C(=O)C7CCCN7C(=O)C(NC6=O)C(C)C)C)C)C(C)C)C)N)C. Drug 2: C1CCC(C(C1)N)N.C(=O)(C(=O)[O-])[O-].[Pt+4]. Cell line: MALME-3M. Synergy scores: CSS=22.4, Synergy_ZIP=-1.21, Synergy_Bliss=3.02, Synergy_Loewe=5.60, Synergy_HSA=5.73. (3) Drug 1: CN1CCC(CC1)COC2=C(C=C3C(=C2)N=CN=C3NC4=C(C=C(C=C4)Br)F)OC. Drug 2: C#CCC(CC1=CN=C2C(=N1)C(=NC(=N2)N)N)C3=CC=C(C=C3)C(=O)NC(CCC(=O)O)C(=O)O. Cell line: HT29. Synergy scores: CSS=14.9, Synergy_ZIP=-4.26, Synergy_Bliss=0.377, Synergy_Loewe=-11.7, Synergy_HSA=-0.914. (4) Drug 1: CC1=C(C=C(C=C1)C(=O)NC2=CC(=CC(=C2)C(F)(F)F)N3C=C(N=C3)C)NC4=NC=CC(=N4)C5=CN=CC=C5. Drug 2: C1=CN(C=N1)CC(O)(P(=O)(O)O)P(=O)(O)O. Cell line: CAKI-1. Synergy scores: CSS=-5.24, Synergy_ZIP=0.390, Synergy_Bliss=-2.15, Synergy_Loewe=-7.49, Synergy_HSA=-7.46. (5) Drug 1: CC(C1=C(C=CC(=C1Cl)F)Cl)OC2=C(N=CC(=C2)C3=CN(N=C3)C4CCNCC4)N. Drug 2: C#CCC(CC1=CN=C2C(=N1)C(=NC(=N2)N)N)C3=CC=C(C=C3)C(=O)NC(CCC(=O)O)C(=O)O. Cell line: BT-549. Synergy scores: CSS=-6.26, Synergy_ZIP=1.50, Synergy_Bliss=-2.93, Synergy_Loewe=-5.10, Synergy_HSA=-7.11. (6) Drug 1: CC1=C2C(C(=O)C3(C(CC4C(C3C(C(C2(C)C)(CC1OC(=O)C(C(C5=CC=CC=C5)NC(=O)C6=CC=CC=C6)O)O)OC(=O)C7=CC=CC=C7)(CO4)OC(=O)C)O)C)OC(=O)C. Drug 2: CC(C)(C#N)C1=CC(=CC(=C1)CN2C=NC=N2)C(C)(C)C#N. Cell line: MOLT-4. Synergy scores: CSS=-4.91, Synergy_ZIP=2.52, Synergy_Bliss=-0.703, Synergy_Loewe=-7.05, Synergy_HSA=-5.71.